From a dataset of Experimentally validated miRNA-target interactions with 360,000+ pairs, plus equal number of negative samples. Binary Classification. Given a miRNA mature sequence and a target amino acid sequence, predict their likelihood of interaction. (1) The miRNA is hsa-miR-6838-5p with sequence AAGCAGCAGUGGCAAGACUCCU. The protein sequence of the target gene is MAGTYSSTLKTLEDLTLDSGYGAGDSCRSLSLSSSKSNSQALNSSAQQHRGAAWWCYSGSMNSRHNSWDTVNTVLPEDPEVADLFSRCPRLPELEEFPWTEGDVARVLRKGAGGRRLPQFSAEAVRRLAGLLRRALIRVAREAQRLSVLHAKCTRFEVQSAVRLVHSWALAESCALAAVKALSLYSMSAGDGLRRGKSARCGLTFSVGRFFRWMVDTRISVRIHEYAAISLTACMENLVEEIRARVMASHSPDGGGAGGGEVSAEALEMVINNDAELWGVLQPYEHLICGKNANGVLSLP.... Result: 0 (no interaction). (2) The miRNA is mmu-miR-471-3p with sequence UGAAAGGUGCCAUACUAUGUAU. The protein sequence of the target gene is MATIAAAAFEALMDGVTCWDVPRGPIPSELLLIGEAAFPVMVNDKGQVLIAASSYGRGRLVVVSHEGYLSHTGLAPFLLNAVSWLCPCPGAPVGVHPSLAPLVNILQDAGLEAQVKPEPGEPLGVYCINAYNDTLTATLIQFVKHGGGLLIGGQAWYWASQHGPDKVLSRFPGNKVTSVAGVYFTDTYGDRDRFKVSKKVPKIPLHVRYGEDVRQDQQQLLEGISELDIRTGGVPSQLLVHGALAFPLGLDASLNCFLAAAHYGRGRVVLAAHECLLCAPKMGPFLLNAVRWLARGQTGK.... Result: 0 (no interaction). (3) The miRNA is hsa-miR-1343-3p with sequence CUCCUGGGGCCCGCACUCUCGC. The protein sequence of the target gene is MNAMLETPELPAVFDGVKLAAVAAVLYVIVRCLNLKSPTAPPDLYFQDSGLSRFLLKSCPLLTKEYIPPLIWGKSGHIQTALYGKMGRVRSPHPYGHRKFITMSDGATSTFDLFEPLAEHCVGDDITMVICPGIANHSEKQYIRTFVDYAQKNGYRCAVLNHLGALPNIELTSPRMFTYGCTWEFGAMVNYIKKTYPLTQLVVVGFSLGGNIVCKYLGETQANQEKVLCCVSVCQGYSALRAQETFMQWDQCRRFYNFLMADNMKKIILSHRQALFGDHVKKPQSLEDTDLSRLYTATSL.... Result: 1 (interaction). (4) The miRNA is hsa-miR-6882-5p with sequence UACAAGUCAGGAGCUGAAGCAG. The protein sequence of the target gene is MADHMMAMNHGRFPDGTNGLHHHPAHRMGMGQFPSPHHHQQQQPQHAFNALMGEHIHYGAGNMNATSGIRHAMGPGTVNGGHPPSALAPAARFNNSQFMGPPVASQGGSLPASMQLQKLNNQYFNHHPYPHNHYMPDLHPAAGHQMNGTNQHFRDCNPKHSGGSSTPGGSGGSSTPGGSGSSSGGGAGSSNSGGGSGSGNMPASVAHVPAAMLPPNVIDTDFIDEEVLMSLVIEMGLDRIKELPELWLGQNEFDFMTDFVCKQQPSRVSC. Result: 1 (interaction). (5) The miRNA is hsa-miR-3668 with sequence AAUGUAGAGAUUGAUCAAAAU. The protein sequence of the target gene is MEGVLYKWTNYLSGWQPRWFLLCGGILSYYDSPEDAWKGCKGSIQMAVCEIQVHSVDNTRMDLIIPGEQYFYLKARSVAERQRWLVALGSAKACLTDSRTQKEKEFAENTENLKTKMSELRLYCDLLVQQVDKTKEVTTTGVSNSEEGIDVGTLLKSTCNTFLKTLEECMQIANAAFTSELLYRTPPGSPQLAMLKSSKMKHPIIPIHNSLERQMELSTCENGSLNMEINGEEEILMKNKNSLYLKSAEIDCSISSEENTDDNITVQGEIRKEDGMENLKNHDNNLTQSGSDSSCSPECL.... Result: 1 (interaction).